Dataset: Forward reaction prediction with 1.9M reactions from USPTO patents (1976-2016). Task: Predict the product of the given reaction. Given the reactants [CH2:1]([C:3]([CH3:14])([O:6][C:7]([NH:9][CH2:10][C:11]([OH:13])=O)=[O:8])[CH2:4][CH3:5])[CH3:2].[CH:15]1[C:25]2[CH:24]=[CH:23][C:22]3[CH:26]=[CH:27][CH:28]=[CH:29][C:21]=3[C:20](=[C:30]3[CH2:35][CH2:34][NH:33][CH2:32][CH2:31]3)[C:19]=2[CH:18]=[CH:17][CH:16]=1.Cl.C(N=C=NCCCN(C)C)C.C(N(CC)CC)C.CN(C1C=CC=CN=1)C, predict the reaction product. The product is: [CH:15]1[C:25]2[CH:24]=[CH:23][C:22]3[CH:26]=[CH:27][CH:28]=[CH:29][C:21]=3[C:20](=[C:30]3[CH2:31][CH2:32][N:33]([C:11](=[O:13])[CH2:10][NH:9][C:7](=[O:8])[O:6][C:3]([CH2:1][CH3:2])([CH3:14])[CH2:4][CH3:5])[CH2:34][CH2:35]3)[C:19]=2[CH:18]=[CH:17][CH:16]=1.